Dataset: Full USPTO retrosynthesis dataset with 1.9M reactions from patents (1976-2016). Task: Predict the reactants needed to synthesize the given product. (1) Given the product [NH2:21][C:4]1([CH3:1])[CH2:9][CH2:8][N:7]([C:10]([O:12][C:13]([CH3:16])([CH3:15])[CH3:14])=[O:11])[CH2:6][CH2:5]1, predict the reactants needed to synthesize it. The reactants are: [C:1]([C:4]1(C)[CH2:9][CH2:8][N:7]([C:10]([O:12][C:13]([CH3:16])([CH3:15])[CH3:14])=[O:11])[CH2:6][CH2:5]1)(=O)N.[OH-].[K+].Br[N:21]1C(C)(C)C(=O)N(Br)C1=O.S([O-])([O-])=O.[Na+].[Na+].[O-]P([O-])([O-])=O.[K+].[K+].[K+]. (2) Given the product [Cl:9][C:10]1[CH:11]=[CH:12][C:13]([CH3:21])=[C:14]([N:16]2[C:2](=[O:8])[C:3](=[O:5])[N:19]([CH3:20])[C:17]2=[S:18])[CH:15]=1, predict the reactants needed to synthesize it. The reactants are: Cl[C:2](=[O:8])[C:3]([O:5]CC)=O.[Cl:9][C:10]1[CH:11]=[CH:12][C:13]([CH3:21])=[C:14]([NH:16][C:17]([NH:19][CH3:20])=[S:18])[CH:15]=1.